From a dataset of Full USPTO retrosynthesis dataset with 1.9M reactions from patents (1976-2016). Predict the reactants needed to synthesize the given product. Given the product [C:8]([C:6]1[CH:5]=[CH:4][C:3]([O:12][CH2:31][CH2:30][CH2:35][O:27][C:24]2[CH:25]=[CH:26][C:20]3[O:19][C:18]([CH2:28][CH3:29])([C:16]([OH:15])=[O:17])[CH2:22][C:21]=3[CH:23]=2)=[C:2]([Cl:1])[CH:7]=1)([CH3:9])([CH3:11])[CH3:10], predict the reactants needed to synthesize it. The reactants are: [Cl:1][C:2]1[CH:7]=[C:6]([C:8]([CH3:11])([CH3:10])[CH3:9])[CH:5]=[CH:4][C:3]=1[OH:12].[I-].C[O:15][C:16]([C:18]1([CH2:28][CH3:29])[CH2:22][C:21]2[CH:23]=[C:24]([OH:27])[CH:25]=[CH:26][C:20]=2[O:19]1)=[O:17].[C:30]1(O)[CH:35]=CC=C[CH:31]=1.